This data is from Full USPTO retrosynthesis dataset with 1.9M reactions from patents (1976-2016). The task is: Predict the reactants needed to synthesize the given product. (1) The reactants are: [CH3:1][O:2][C:3]1[CH:4]=[C:5]([CH:8]=[CH:9][C:10]=1[O:11][CH3:12])[CH:6]=O.[CH3:13][O:14][C:15]1[CH:16]=[C:17]([CH:21]=[CH:22][C:23]=1[O:24][CH3:25])[CH2:18][C:19]#[N:20]. Given the product [CH3:13][O:14][C:15]1[CH:16]=[C:17](/[C:18](=[CH:6]/[C:5]2[CH:8]=[CH:9][C:10]([O:11][CH3:12])=[C:3]([O:2][CH3:1])[CH:4]=2)/[C:19]#[N:20])[CH:21]=[CH:22][C:23]=1[O:24][CH3:25], predict the reactants needed to synthesize it. (2) Given the product [CH2:13]([O:12][C:10]([CH2:9][S:4][CH2:3][C@@H:2]([C:5]([OH:7])=[O:6])[NH2:1])=[O:11])[C:14]1[CH:19]=[CH:18][CH:17]=[CH:16][CH:15]=1, predict the reactants needed to synthesize it. The reactants are: [NH2:1][C@@H:2]([C:5]([OH:7])=[O:6])[CH2:3][SH:4].Br[CH2:9][C:10]([O:12][CH2:13][C:14]1[CH:19]=[CH:18][C:17](OC)=[CH:16][CH:15]=1)=[O:11].C(=O)([O-])[O-].[Na+].[Na+]. (3) Given the product [F:19][C:20]1[CH:21]=[C:22]([C:2]2[C:7](=[O:8])[N:6]3[CH:9]=[CH:10][S:11][C:5]3=[N:4][C:3]=2[CH3:12])[CH:23]=[C:24]([F:26])[CH:25]=1, predict the reactants needed to synthesize it. The reactants are: I[C:2]1[C:7](=[O:8])[N:6]2[CH:9]=[CH:10][S:11][C:5]2=[N:4][C:3]=1[CH3:12].C([O-])([O-])=O.[Na+].[Na+].[F:19][C:20]1[CH:21]=[C:22](B(O)O)[CH:23]=[C:24]([F:26])[CH:25]=1. (4) Given the product [Cl:24][CH2:25][C:26]([NH:1][C:2]1[CH:7]=[N:6][C:5]([C:8]2[N:13]=[C:12]([OH:14])[C:11]([Cl:15])=[C:10]([CH3:16])[N:9]=2)=[CH:4][CH:3]=1)=[O:27], predict the reactants needed to synthesize it. The reactants are: [NH2:1][C:2]1[CH:3]=[CH:4][C:5]([C:8]2[N:13]=[C:12]([OH:14])[C:11]([Cl:15])=[C:10]([CH3:16])[N:9]=2)=[N:6][CH:7]=1.C(N(CC)CC)C.[Cl:24][CH2:25][C:26](Cl)=[O:27]. (5) Given the product [F:7][C:37]([C:34]1[CH:35]=[CH:36][C:31](/[CH:30]=[CH:29]\[C:27]2[CH:26]=[CH:25][C:24]3[N:20]([C:17]4[CH:18]=[CH:19][C:14]([O:13][CH:10]([CH3:12])[CH3:11])=[CH:15][CH:16]=4)[CH:21]=[N:22][C:23]=3[CH:28]=2)=[CH:32][CH:33]=1)([CH3:39])[CH3:38], predict the reactants needed to synthesize it. The reactants are: C(N(S(F)(F)[F:7])CC)C.[CH:10]([O:13][C:14]1[CH:19]=[CH:18][C:17]([N:20]2[C:24]3[CH:25]=[CH:26][C:27](/[CH:29]=[CH:30]\[C:31]4[CH:36]=[CH:35][C:34]([C:37](O)([CH3:39])[CH3:38])=[CH:33][CH:32]=4)=[CH:28][C:23]=3[N:22]=[CH:21]2)=[CH:16][CH:15]=1)([CH3:12])[CH3:11]. (6) Given the product [CH:9]([O:8][C:6]1[CH:5]=[CH:4][C:3]([CH2:12][CH2:13][C:14]([O:16][CH2:17][CH3:18])=[O:15])=[C:2]([O:1][CH2:27][C:26]2[CH:25]=[CH:24][C:23]([C:22]([F:21])([F:31])[F:32])=[CH:30][CH:29]=2)[CH:7]=1)([CH3:11])[CH3:10], predict the reactants needed to synthesize it. The reactants are: [OH:1][C:2]1[CH:7]=[C:6]([O:8][CH:9]([CH3:11])[CH3:10])[CH:5]=[CH:4][C:3]=1[CH2:12][CH2:13][C:14]([O:16][CH2:17][CH3:18])=[O:15].[H-].[Na+].[F:21][C:22]([F:32])([F:31])[C:23]1[CH:30]=[CH:29][C:26]([CH2:27]Cl)=[CH:25][CH:24]=1.[Cl-].[NH4+]. (7) Given the product [Cl:1][C:2]1[CH:7]=[CH:6][C:5]([CH:8]2[CH2:13][NH:12][C:11](=[O:14])[C:10]3[S:15][C:16]([N:20]4[CH2:25][CH2:24][O:23][CH2:22][CH2:21]4)=[C:17]([CH2:18][OH:19])[C:9]2=3)=[CH:4][CH:3]=1, predict the reactants needed to synthesize it. The reactants are: [Cl:1][C:2]1[CH:7]=[CH:6][C:5]([CH:8]2[CH2:13][NH:12][C:11](=[O:14])[C:10]3[S:15][C:16]([N:20]4[CH2:25][CH2:24][O:23][CH2:22][CH2:21]4)=[C:17]([CH:18]=[O:19])[C:9]2=3)=[CH:4][CH:3]=1.CO.[BH4-].[Na+].